From a dataset of Reaction yield outcomes from USPTO patents with 853,638 reactions. Predict the reaction yield, written as a fraction of the theoretical maximum amount of product (1.0 means a 100% yield; for example, 0.34 means a 34% yield). (1) The reactants are [C:1]([C:5]1[CH:14]=[CH:13][C:8]2[NH:9][C:10](Cl)=[N:11][C:7]=2[CH:6]=1)([CH3:4])([CH3:3])[CH3:2].[NH2:15][C:16]1[N:24]=[CH:23][N:22]=[C:21]2[C:17]=1[N:18]=[CH:19][N:20]2[C@H:25]1[C@@H:29]2[O:30][C:31]([CH3:34])([CH3:33])[O:32][C@@H:28]2[C@@H:27]([CH2:35][N:36]([CH3:41])[CH2:37][CH2:38][CH2:39][NH2:40])[O:26]1. The catalyst is CCCCO. The product is [NH2:15][C:16]1[N:24]=[CH:23][N:22]=[C:21]2[C:17]=1[N:18]=[CH:19][N:20]2[C@H:25]1[C@H:29]2[C@H:28]([O:32][C:31]([CH3:33])([CH3:34])[O:30]2)[C@@H:27]([CH2:35][N:36]([CH3:41])[CH2:37][CH2:38][CH2:39][NH:40][C:10]2[NH:11][C:7]3[CH:6]=[C:5]([C:1]([CH3:4])([CH3:3])[CH3:2])[CH:14]=[CH:13][C:8]=3[N:9]=2)[O:26]1. The yield is 0.300. (2) The reactants are B(Br)(Br)Br.C[O:6][C:7]1[CH:39]=[CH:38][C:10](/[CH:11]=[CH:12]/[C:13]2[CH:18]=[C:17]([O:19]C)[C:16]([CH2:21][CH2:22][CH2:23][CH2:24][CH2:25][CH2:26][CH2:27][CH2:28][CH2:29][CH2:30][CH2:31][CH2:32][CH2:33][CH2:34][OH:35])=[C:15]([O:36]C)[CH:14]=2)=[CH:9][CH:8]=1.O. The catalyst is ClCCl. The product is [OH:6][C:7]1[CH:8]=[CH:9][C:10](/[CH:11]=[CH:12]/[C:13]2[CH:18]=[C:17]([OH:19])[C:16]([CH2:21][CH2:22][CH2:23][CH2:24][CH2:25][CH2:26][CH2:27][CH2:28][CH2:29][CH2:30][CH2:31][CH2:32][CH2:33][CH2:34][OH:35])=[C:15]([OH:36])[CH:14]=2)=[CH:38][CH:39]=1. The yield is 0.750. (3) The product is [O:14]=[C:11]1[NH:12][CH2:13][C@@H:9]([C:4]2[CH:5]=[CH:6][C:7]([Cl:8])=[C:2]([NH:1][C:20](=[O:21])[C:19]([F:30])([F:29])[F:18])[CH:3]=2)[CH2:10]1. The yield is 0.980. The catalyst is [Cl-].[NH4+]. The reactants are [NH2:1][C:2]1[CH:3]=[C:4]([C@@H:9]2[CH2:13][NH:12][C:11](=[O:14])[CH2:10]2)[CH:5]=[CH:6][C:7]=1[Cl:8].ClCCl.[F:18][C:19]([F:30])([F:29])[C:20](O[C:20](=[O:21])[C:19]([F:30])([F:29])[F:18])=[O:21]. (4) The reactants are [NH2:1][C:2]1[CH:10]=[C:9]([C:11]([F:14])([F:13])[F:12])[CH:8]=[CH:7][C:3]=1[C:4]([OH:6])=[O:5].S(=O)(=O)(O)O.[CH3:20]O. No catalyst specified. The product is [CH3:20][O:5][C:4](=[O:6])[C:3]1[CH:7]=[CH:8][C:9]([C:11]([F:12])([F:13])[F:14])=[CH:10][C:2]=1[NH2:1]. The yield is 0.750. (5) The reactants are [CH2:1]([S:5][C:6]1[CH:11]=[CH:10][C:9]([C:12]2[CH:17]=[CH:16][CH:15]=[C:14]([CH2:18][O:19][C:20]3[CH:25]=[CH:24][C:23]([C:26]4([CH2:30][C:31]([O:33]CC)=[O:32])[CH2:29][O:28][CH2:27]4)=[CH:22][CH:21]=3)[CH:13]=2)=[CH:8][CH:7]=1)[CH2:2][CH2:3][CH3:4]. The catalyst is C1COCC1.CO.O.[OH-].[Li+]. The product is [CH2:1]([S:5][C:6]1[CH:11]=[CH:10][C:9]([C:12]2[CH:17]=[CH:16][CH:15]=[C:14]([CH2:18][O:19][C:20]3[CH:25]=[CH:24][C:23]([C:26]4([CH2:30][C:31]([OH:33])=[O:32])[CH2:27][O:28][CH2:29]4)=[CH:22][CH:21]=3)[CH:13]=2)=[CH:8][CH:7]=1)[CH2:2][CH2:3][CH3:4]. The yield is 0.748. (6) The reactants are [F:1][C:2]1[CH:3]=[C:4]([S:17][C:18]2[CH:27]=[CH:26][C:21]([C:22]([O:24]C)=[O:23])=[CH:20][C:19]=2[NH:28][C:29]2[C:30]3[CH:38]=[CH:37][C:36]([CH:39]([CH3:41])[CH3:40])=[N:35][C:31]=3[N:32]=[CH:33][N:34]=2)[CH:5]=[CH:6][C:7]=1[NH:8]C(OCC(Cl)(Cl)Cl)=O.[Li+].[OH-]. The catalyst is C1COCC1. The product is [NH2:8][C:7]1[CH:6]=[CH:5][C:4]([S:17][C:18]2[CH:27]=[CH:26][C:21]([C:22]([OH:24])=[O:23])=[CH:20][C:19]=2[NH:28][C:29]2[C:30]3[CH:38]=[CH:37][C:36]([CH:39]([CH3:40])[CH3:41])=[N:35][C:31]=3[N:32]=[CH:33][N:34]=2)=[CH:3][C:2]=1[F:1]. The yield is 0.870. (7) The reactants are C[O:2][C:3](=O)[CH2:4][NH:5][C:6]([O:8][C:9]([CH3:12])([CH3:11])[CH3:10])=[O:7].[NH2:14][NH2:15]. The catalyst is C(O)C. The product is [C:9]([O:8][C:6](=[O:7])[NH:5][CH2:4][C:3]([NH:14][NH2:15])=[O:2])([CH3:12])([CH3:11])[CH3:10]. The yield is 0.760. (8) The reactants are [NH:1]1[C:5]([C:6]([O:8][CH2:9][CH2:10][CH2:11][CH3:12])=[O:7])=[C:4]([C:13]([O:15][CH2:16][CH2:17][CH2:18][CH3:19])=[O:14])[N:3]=[CH:2]1.C([O-])([O-])=O.[K+].[K+].[Br:26]Br.[O-]S([O-])(=S)=O.[Na+].[Na+]. The catalyst is C(Cl)Cl.C(#N)C. The product is [Br:26][C:2]1[NH:1][C:5]([C:6]([O:8][CH2:9][CH2:10][CH2:11][CH3:12])=[O:7])=[C:4]([C:13]([O:15][CH2:16][CH2:17][CH2:18][CH3:19])=[O:14])[N:3]=1. The yield is 0.990.